This data is from Forward reaction prediction with 1.9M reactions from USPTO patents (1976-2016). The task is: Predict the product of the given reaction. (1) Given the reactants Br[C:2]1[C:10]2[C:5](=[N:6][CH:7]=[N:8][C:9]=2[NH2:11])[N:4]([C:12]([CH3:15])([CH3:14])[CH3:13])[N:3]=1.[C:16]1([OH:22])[CH:21]=[CH:20][CH:19]=[CH:18][CH:17]=1.C(=O)([O-])[O-].[K+].[K+].FC(F)(F)C(O)=O, predict the reaction product. The product is: [C:12]([N:4]1[C:5]2=[N:6][CH:7]=[N:8][C:9]([NH2:11])=[C:10]2[C:2]([O:22][C:16]2[CH:21]=[CH:20][CH:19]=[CH:18][CH:17]=2)=[N:3]1)([CH3:15])([CH3:14])[CH3:13]. (2) The product is: [N:1]([CH2:6][C:7]1[N:8]=[C:9]2[C:14](=[C:15]3[C:20]=1[CH:19]=[CH:18][CH:17]=[CH:16]3)[CH:13]=[CH:12][CH:11]=[CH:10]2)=[N+:2]=[N-:3]. Given the reactants [N-:1]=[N+:2]=[N-:3].[Na+].Br[CH2:6][C:7]1[N:8]=[C:9]2[C:14](=[C:15]3[C:20]=1[CH:19]=[CH:18][CH:17]=[CH:16]3)[CH:13]=[CH:12][CH:11]=[CH:10]2, predict the reaction product. (3) Given the reactants COC1C=C(C=CC=1OC)C[O:7][CH2:8][C@@H:9]([O:14][CH2:15]/[CH:16]=[C:17](/[CH3:39])\[CH2:18][CH2:19]/[CH:20]=[CH:21]/[C:22]([CH3:38])([CH3:37])[CH2:23][CH2:24][C:25](=[CH2:36])[CH2:26]/[CH:27]=[C:28](\[CH3:35])/[CH2:29][CH2:30][CH:31]=[C:32]([CH3:34])[CH3:33])[C:10]([O:12][CH3:13])=[O:11].ClC1C(=O)C(C#N)=C(C#N)C(=O)C=1Cl.C([O-])(O)=O.[Na+], predict the reaction product. The product is: [OH:7][CH2:8][C@@H:9]([O:14][CH2:15]/[CH:16]=[C:17](/[CH3:39])\[CH2:18][CH2:19]/[CH:20]=[CH:21]/[C:22]([CH3:38])([CH3:37])[CH2:23][CH2:24][C:25](=[CH2:36])[CH2:26]/[CH:27]=[C:28](\[CH3:35])/[CH2:29][CH2:30][CH:31]=[C:32]([CH3:33])[CH3:34])[C:10]([O:12][CH3:13])=[O:11].